From a dataset of Plasma protein binding rate (PPBR) regression data from AstraZeneca. Regression/Classification. Given a drug SMILES string, predict its absorption, distribution, metabolism, or excretion properties. Task type varies by dataset: regression for continuous measurements (e.g., permeability, clearance, half-life) or binary classification for categorical outcomes (e.g., BBB penetration, CYP inhibition). For this dataset (ppbr_az), we predict Y. (1) The molecule is CCS(=O)(=O)c1ccc2c(c1)N(CCN1CCC(NCc3ccc4c(n3)NC(=O)CO4)CC1)C(=O)CO2. The Y is 69.6 %. (2) The drug is C[C@@](C(=O)O[C@H]1C[N+]2(CCCc3cc4ccccc4s3)CCC1CC2)(c1ccccc1)N1CCCCC1. The Y is 99.7 %. (3) The Y is 99.8 %. The compound is O=C(O)c1cc(-c2ccc(F)cc2F)ccc1O. (4) The molecule is O=S(=O)(Nc1ncns1)c1cc(F)c(Oc2ccc(Cl)cc2-c2ccnn2C2CNC2)cc1F. The Y is 98.0 %.